From a dataset of Forward reaction prediction with 1.9M reactions from USPTO patents (1976-2016). Predict the product of the given reaction. (1) Given the reactants [NH2:1][C:2]1[CH:3]=[C:4]([N:9]2[CH2:14][CH2:13][O:12][C@H:11]([C@@H:15]([OH:27])[C:16]([NH:18][C:19]3[CH:24]=[CH:23][C:22]([C:25]#[N:26])=[CH:21][CH:20]=3)=[O:17])[C:10]2=[O:28])[CH:5]=[CH:6][C:7]=1[CH3:8].C(N(CC)CC)C.[C:36]([O:39][CH2:40][C:41](Cl)=[O:42])(=[O:38])[CH3:37].CCOC(C)=O, predict the reaction product. The product is: [C:25]([C:22]1[CH:23]=[CH:24][C:19]([NH:18][C:16](=[O:17])[C@@H:15]([C@H:11]2[O:12][CH2:13][CH2:14][N:9]([C:4]3[CH:5]=[CH:6][C:7]([CH3:8])=[C:2]([CH:3]=3)[NH:1][C:41](=[O:42])[CH2:40][O:39][C:36](=[O:38])[CH3:37])[C:10]2=[O:28])[OH:27])=[CH:20][CH:21]=1)#[N:26]. (2) Given the reactants O([C:8]1[C:21]2[C:12](=[N:13][C:14]3[C:19]([CH:20]=2)=[CH:18][CH:17]=[CH:16][CH:15]=3)[CH:11]=[CH:10][CH:9]=1)C1C=CC=CC=1.[NH2:22][CH2:23][CH2:24][NH:25][CH2:26][C:27]([OH:29])=[O:28], predict the reaction product. The product is: [NH2:22][CH2:23][CH2:24][NH:25][CH2:26][C:27]([OH:29])=[O:28].[CH:18]1[C:19]2[C:14](=[N:13][C:12]3[C:21]([C:20]=2[NH:22][CH2:23][CH2:24][NH:25][CH2:26][C:27]([OH:29])=[O:28])=[CH:8][CH:9]=[CH:10][CH:11]=3)[CH:15]=[CH:16][CH:17]=1. (3) Given the reactants Cl[C:2]1[N:11]=[C:10]([Cl:12])[CH:9]=[C:8]2[C:3]=1[CH:4]=[CH:5][CH:6]=[N:7]2.[NH2:13][CH2:14][C@:15]1([F:28])[CH2:20][CH2:19][CH2:18][N:17]([C:21]([O:23][C:24]([CH3:27])([CH3:26])[CH3:25])=[O:22])[CH2:16]1.C(N(C(C)C)CC)(C)C.O, predict the reaction product. The product is: [Cl:12][C:10]1[CH:9]=[C:8]2[C:3]([CH:4]=[CH:5][CH:6]=[N:7]2)=[C:2]([NH:13][CH2:14][C@:15]2([F:28])[CH2:20][CH2:19][CH2:18][N:17]([C:21]([O:23][C:24]([CH3:26])([CH3:25])[CH3:27])=[O:22])[CH2:16]2)[N:11]=1. (4) Given the reactants [BH4-].[Na+].[Cl:3][C:4]1[CH:5]=[C:6](/[CH:11]=[CH:12]/[C:13]([O:15][CH2:16][CH3:17])=[O:14])[CH:7]=[CH:8][C:9]=1[F:10], predict the reaction product. The product is: [Cl:3][C:4]1[CH:5]=[C:6]([CH2:11][CH2:12][C:13]([O:15][CH2:16][CH3:17])=[O:14])[CH:7]=[CH:8][C:9]=1[F:10]. (5) Given the reactants [I:1][C:2]1[CH:3]=[C:4]2[C:9](=[CH:10][CH:11]=1)[C:8](=[O:12])[NH:7][C:6](=[O:13])/[C:5]/2=[CH:14]\[NH:15][C:16]1[CH:21]=[CH:20][C:19]([N:22]2[CH2:27][C@H:26]([CH3:28])[N:25]([CH3:29])[C@H:24]([CH3:30])[CH2:23]2)=[CH:18][CH:17]=1.BrC1C=C2C(=CC=1)[C:38](=[O:42])NC(=O)C2=CNC1C=CC(N2CC(C)NC(C)C2)=CC=1, predict the reaction product. The product is: [I:1][C:2]1[CH:3]=[C:4]2[C:9](=[CH:10][CH:11]=1)[C:8](=[O:12])[NH:7][C:6](=[O:13])/[C:5]/2=[CH:14]/[O:42][CH3:38].[CH3:30][CH:24]1[N:25]([CH3:29])[CH:26]([CH3:28])[CH2:27][N:22]([C:19]2[CH:18]=[CH:17][C:16]([NH2:15])=[CH:21][CH:20]=2)[CH2:23]1. (6) Given the reactants [C:1]([C:3]1[CH:37]=[CH:36][C:6]([CH2:7][C@H:8]2[C:13](=[O:14])[N:12]([C@H:15]([CH2:19][CH2:20][CH3:21])C(O)=O)[C@H:11]([C:22]3[CH:27]=[CH:26][C:25]([Cl:28])=[CH:24][CH:23]=3)[C@H:10]([C:29]3[CH:34]=[CH:33][C:32]([Cl:35])=[CH:31][CH:30]=3)[O:9]2)=[CH:5][CH:4]=1)#[N:2].Cl.[CH2:39]([N:41]=[C:42]=NCCCN(C)C)[CH3:40].N1C2C(=NC=CC=2)N([OH:59])N=1.[C:60](=[O:63])(O)[O-:61].[Na+].[OH-].C[Sn+](C)C, predict the reaction product. The product is: [Cl:35][C:32]1[CH:31]=[CH:30][C:29]([C@H:10]2[C@@H:11]([C:22]3[CH:23]=[CH:24][C:25]([Cl:28])=[CH:26][CH:27]=3)[N:12]([C@H:15]([CH2:19][CH2:20][CH3:21])[C:42]([NH:41][CH2:39][CH2:40][C:60]([OH:61])=[O:63])=[O:59])[C:13](=[O:14])[C@H:8]([CH2:7][C:6]3[CH:5]=[CH:4][C:3]([C:1]#[N:2])=[CH:37][CH:36]=3)[O:9]2)=[CH:34][CH:33]=1. (7) Given the reactants CON(C)[C:4]([C:6]1[N:10]([CH3:11])[CH:9]=[N:8][CH:7]=1)=[O:5].[CH3:13][Mg]Br, predict the reaction product. The product is: [CH3:11][N:10]1[C:6]([C:4](=[O:5])[CH3:13])=[CH:7][N:8]=[CH:9]1. (8) Given the reactants Cl[C:2]1[N:7]=[C:6]([C:8]2[CH:13]=[CH:12][CH:11]=[CH:10][CH:9]=2)[C:5]([C:14]2[CH:19]=[CH:18][CH:17]=[CH:16][CH:15]=2)=[CH:4][N:3]=1.[C:20]([O-:23])(=[O:22])C.[Na+].[CH3:25]O, predict the reaction product. The product is: [C:8]1([C:6]2[C:5]([C:14]3[CH:19]=[CH:18][CH:17]=[CH:16][CH:15]=3)=[CH:4][N:3]=[C:2]([C:20]([O:23][CH3:25])=[O:22])[N:7]=2)[CH:13]=[CH:12][CH:11]=[CH:10][CH:9]=1.